This data is from Full USPTO retrosynthesis dataset with 1.9M reactions from patents (1976-2016). The task is: Predict the reactants needed to synthesize the given product. (1) Given the product [CH3:1][C@:2]12[CH2:3][CH2:4][C@H:5]3[C@@H:14]([CH2:13][CH2:12][C:11]4[CH:10]=[C:9]([OH:20])[CH:8]=[CH:7][C:6]=43)[C@@H:15]1[CH2:16][CH2:17][CH2:18]2, predict the reactants needed to synthesize it. The reactants are: [CH3:1][C@@:2]12[C:18](=O)[CH2:17][CH2:16][C@H:15]1[C@H:14]1[C@@H:5]([C:6]3[CH:7]=[CH:8][C:9]([OH:20])=[CH:10][C:11]=3[CH2:12][CH2:13]1)[CH2:4][CH2:3]2.NN.[OH-].[K+]. (2) The reactants are: [CH3:1][C:2]1[CH:7]=[C:6]([CH3:8])[N:5]=[C:4]([N:9]2[CH2:16][CH:15]3[CH:11]([CH2:12][NH:13][CH2:14]3)[CH2:10]2)[N:3]=1.CC(O)=O.[F:21][C:22]1[CH:30]=[CH:29][CH:28]=[C:27]([F:31])[C:23]=1[C:24](O)=[O:25]. Given the product [F:21][C:22]1[CH:30]=[CH:29][CH:28]=[C:27]([F:31])[C:23]=1[C:24]([N:13]1[CH2:14][CH:15]2[CH:11]([CH2:10][N:9]([C:4]3[N:5]=[C:6]([CH3:8])[CH:7]=[C:2]([CH3:1])[N:3]=3)[CH2:16]2)[CH2:12]1)=[O:25], predict the reactants needed to synthesize it. (3) Given the product [OH:48][NH:9][C:14](=[O:40])[C@H:15]([CH2:30][C:31]1[CH:36]=[C:35]([CH3:37])[C:34]([F:38])=[C:33]([CH3:39])[CH:32]=1)[CH2:16][CH2:17][CH2:18][CH2:19][CH2:20][CH2:21][C:22]1[CH:27]=[CH:26][C:25]([F:28])=[C:24]([CH3:29])[CH:23]=1, predict the reactants needed to synthesize it. The reactants are: C([C@@H]1COC(=O)[N:9]1[C:14](=[O:40])[C@H:15]([CH2:30][C:31]1[CH:36]=[C:35]([CH3:37])[C:34]([F:38])=[C:33]([CH3:39])[CH:32]=1)[CH2:16][CH2:17][CH2:18][CH2:19][CH2:20][CH2:21][C:22]1[CH:27]=[CH:26][C:25]([F:28])=[C:24]([CH3:29])[CH:23]=1)C1C=CC=CC=1.[C-]#N.[K+].Cl.C1C[O:48]CC1.CO.